Predict the reactants needed to synthesize the given product. From a dataset of Full USPTO retrosynthesis dataset with 1.9M reactions from patents (1976-2016). (1) Given the product [C:44]1([C:46]2[CH:47]=[CH:48][CH:49]=[CH:50][CH:51]=2)[CH:17]=[CH:16][CH:15]=[CH:24][C:43]=1[C:52]1[CH:53]=[C:54]([C:15]2[CH:16]=[CH:17][CH:18]=[CH:19][CH:24]=2)[C:55]2[C:42](=[CH:24][CH:15]=[CH:16][CH:17]=2)[N:41]=1, predict the reactants needed to synthesize it. The reactants are: O=P12OP3(OP(OP(O3)(O1)=O)(=O)O2)=O.[C:15]1(C(C(C([C:15]2[C:24]3[C:19](=CC=CC=3)[CH:18]=[CH:17][CH:16]=2)C)=O)C)[C:24]2[C:19](=CC=CC=2)[CH:18]=[CH:17][CH:16]=1.[NH2:41][C:42]1[CH:55]=[CH:54][CH:53]=[CH:52][C:43]=1[C:44]([C:46]1[CH:51]=[CH:50][CH:49]=[CH:48][CH:47]=1)=O.[OH-].[Na+]. (2) Given the product [OH:6][C:7]1[CH:8]=[C:9]2[C:14](=[CH:15][CH:16]=1)[CH:13]=[C:12]([C:17]1[CH:18]=[C:19]([C:23]([O:25][CH3:26])=[O:24])[CH:20]=[N:21][CH:22]=1)[CH:11]=[CH:10]2, predict the reactants needed to synthesize it. The reactants are: B(Br)(Br)Br.C[O:6][C:7]1[CH:8]=[C:9]2[C:14](=[CH:15][CH:16]=1)[CH:13]=[C:12]([C:17]1[CH:18]=[C:19]([C:23]([O:25][CH3:26])=[O:24])[CH:20]=[N:21][CH:22]=1)[CH:11]=[CH:10]2.